From a dataset of Reaction yield outcomes from USPTO patents with 853,638 reactions. Predict the reaction yield, written as a fraction of the theoretical maximum amount of product (1.0 means a 100% yield; for example, 0.34 means a 34% yield). (1) The reactants are [N+:1]([C:4]1[CH:9]=[CH:8][C:7]([N:10]2[CH:14]=[C:13]([C:15]([F:18])([F:17])[F:16])[N:12]=[C:11]2[CH2:19]O)=[CH:6][CH:5]=1)([O-:3])=[O:2].C(Br)(Br)(Br)[Br:22].C1C=CC(P(C2C=CC=CC=2)C2C=CC=CC=2)=CC=1. The catalyst is C(Cl)Cl.O. The product is [Br:22][CH2:19][C:11]1[N:10]([C:7]2[CH:8]=[CH:9][C:4]([N+:1]([O-:3])=[O:2])=[CH:5][CH:6]=2)[CH:14]=[C:13]([C:15]([F:18])([F:17])[F:16])[N:12]=1. The yield is 0.757. (2) The reactants are [CH2:1]([C@@:4]1([C:20]2[CH:25]=[CH:24][C:23]([F:26])=[CH:22][CH:21]=2)[O:9][C:8](=[O:10])[N:7]([C@H:11]([C:13]2[CH:18]=[CH:17][C:16]([Br:19])=[CH:15][CH:14]=2)[CH3:12])[CH2:6][CH2:5]1)[CH:2]=[CH2:3].C1C[O:30]CC1. No catalyst specified. The product is [Br:19][C:16]1[CH:17]=[CH:18][C:13]([C@@H:11]([N:7]2[CH2:6][CH2:5][C@@:4]([C:20]3[CH:21]=[CH:22][C:23]([F:26])=[CH:24][CH:25]=3)([CH2:1][CH2:2][CH2:3][OH:30])[O:9][C:8]2=[O:10])[CH3:12])=[CH:14][CH:15]=1. The yield is 0.920. (3) The reactants are [Br:1][C:2]1[CH:3]=[C:4]([CH2:8][CH2:9][NH2:10])[CH:5]=[CH:6][CH:7]=1.N1C(C)=CC=CC=1C.[F:19][C:20]([F:31])([F:30])[C:21](O[C:21](=[O:22])[C:20]([F:31])([F:30])[F:19])=[O:22].O. The catalyst is C(Cl)Cl. The product is [Br:1][C:2]1[CH:3]=[C:4]([CH:5]=[CH:6][CH:7]=1)[CH2:8][CH2:9][NH:10][C:21](=[O:22])[C:20]([F:31])([F:30])[F:19]. The yield is 0.860. (4) The reactants are [Cl:1][C:2]1[N:7]=[CH:6][C:5]([S:8]([N:11]([CH:17]2[CH2:21][CH2:20][CH2:19][CH2:18]2)[CH2:12][CH:13]([OH:16])[CH2:14][OH:15])(=[O:10])=[O:9])=[CH:4][CH:3]=1.CO[C:24](OC)([CH3:26])[CH3:25].CC1C=CC(S(O)(=O)=O)=CC=1. The catalyst is CN(C=O)C.CCOC(C)=O. The product is [Cl:1][C:2]1[N:7]=[CH:6][C:5]([S:8]([N:11]([CH:17]2[CH2:21][CH2:20][CH2:19][CH2:18]2)[CH2:12][CH:13]2[CH2:14][O:15][C:24]([CH3:26])([CH3:25])[O:16]2)(=[O:9])=[O:10])=[CH:4][CH:3]=1. The yield is 0.980. (5) The product is [CH3:1][O:2][C:3]1[CH:4]=[C:5]([CH:32]=[CH:33][C:34]=1[O:35][CH2:36][C:37]1[CH:38]=[N:39][C:40]([O:43][CH3:44])=[CH:41][CH:42]=1)[CH2:6][N:7]1[C:11]2[CH:12]=[CH:13][C:14]([N:16]3[CH2:19][C:18]4([CH2:24][CH2:23][NH:22][CH2:21][CH2:20]4)[CH2:17]3)=[CH:15][C:10]=2[N:9]=[CH:8]1. The catalyst is ClCCl. The yield is 0.640. The reactants are [CH3:1][O:2][C:3]1[CH:4]=[C:5]([CH:32]=[CH:33][C:34]=1[O:35][CH2:36][C:37]1[CH:38]=[N:39][C:40]([O:43][CH3:44])=[CH:41][CH:42]=1)[CH2:6][N:7]1[C:11]2[CH:12]=[CH:13][C:14]([N:16]3[CH2:19][C:18]4([CH2:24][CH2:23][N:22](C(OC(C)(C)C)=O)[CH2:21][CH2:20]4)[CH2:17]3)=[CH:15][C:10]=2[N:9]=[CH:8]1.FC(F)(F)C(O)=O. (6) The reactants are [N:1]1([C:7]([O:9][C:10]([CH3:13])([CH3:12])[CH3:11])=[O:8])[CH2:6][CH2:5][NH:4][CH2:3][CH2:2]1.Br[C:15]1[S:16][CH:17]=[C:18]([C:20]([O:22][CH3:23])=[O:21])[N:19]=1.CCN(C(C)C)C(C)C. The catalyst is CO. The product is [C:10]([O:9][C:7]([N:1]1[CH2:6][CH2:5][N:4]([C:15]2[S:16][CH:17]=[C:18]([C:20]([O:22][CH3:23])=[O:21])[N:19]=2)[CH2:3][CH2:2]1)=[O:8])([CH3:13])([CH3:12])[CH3:11]. The yield is 0.260. (7) The catalyst is CN(C1C=CN=CC=1)C.CN(C=O)C. The reactants are [O:1]=[C:2]1[NH:11][C:10]2[CH:9]=[C:8]([C:12]([OH:14])=O)[CH:7]=[CH:6][C:5]=2[N:4]2[CH2:15][CH2:16][CH2:17][CH2:18][CH:3]12.[Cl:19][C:20]1[CH:21]=[CH:22][C:23]([CH3:36])=[C:24]([N:26]2[CH2:31][CH2:30][N:29]([CH2:32][CH2:33][CH2:34][NH2:35])[CH2:28][CH2:27]2)[CH:25]=1.CCN(C(C)C)C(C)C.C(Cl)CCl. The product is [Cl:19][C:20]1[CH:21]=[CH:22][C:23]([CH3:36])=[C:24]([N:26]2[CH2:27][CH2:28][N:29]([CH2:32][CH2:33][CH2:34][NH:35][C:12]([C:8]3[CH:7]=[CH:6][C:5]4[N:4]5[CH2:15][CH2:16][CH2:17][CH2:18][CH:3]5[C:2](=[O:1])[NH:11][C:10]=4[CH:9]=3)=[O:14])[CH2:30][CH2:31]2)[CH:25]=1. The yield is 0.780. (8) The reactants are [Cl:1][C:2]1[CH:7]=[CH:6][C:5]([C:8]2[N:13]=[C:12]([C:14](OC)=[O:15])[CH:11]=[CH:10][C:9]=2[N:18]2[CH2:22][CH2:21][CH2:20][C:19]2=[O:23])=[CH:4][C:3]=1[O:24][CH2:25][CH2:26][CH2:27][N:28]([CH3:30])[CH3:29].[NH2:31][C:32]1([C:42]([OH:44])=[O:43])[CH:39]2[CH2:40][CH:35]3[CH2:36][CH:37]([CH2:41][CH:33]1[CH2:34]3)[CH2:38]2. No catalyst specified. The product is [ClH:1].[Cl:1][C:2]1[CH:7]=[CH:6][C:5]([C:8]2[N:13]=[C:12]([C:14]([NH:31][C:32]3([C:42]([OH:44])=[O:43])[CH:39]4[CH2:38][CH:37]5[CH2:36][CH:35]([CH2:34][CH:33]3[CH2:41]5)[CH2:40]4)=[O:15])[CH:11]=[CH:10][C:9]=2[N:18]2[CH2:22][CH2:21][CH2:20][C:19]2=[O:23])=[CH:4][C:3]=1[O:24][CH2:25][CH2:26][CH2:27][N:28]([CH3:29])[CH3:30]. The yield is 0.390. (9) The reactants are [NH2:1][C:2]1[CH:3]=[CH:4][C:5]([Cl:21])=[C:6]([C:8]2[C:9](=[O:20])[N:10]([CH3:19])[C:11]3[C:16]([CH:17]=2)=[CH:15][N:14]=[C:13](Cl)[CH:12]=3)[CH:7]=1.[CH3:22][O:23][C:24]1[CH:32]=[CH:31][C:27]([CH2:28]CN)=[CH:26][CH:25]=1.C1CCN2[C:36](=[N:37]CCC2)CC1.O. The catalyst is CN1C(=O)CCC1. The product is [CH3:22][O:23][C:24]1[CH:25]=[CH:26][C:27]([CH2:28][N:37]([CH3:36])[C:13]2[CH:12]=[C:11]3[C:16]([CH:17]=[C:8]([C:6]4[CH:7]=[C:2]([NH2:1])[CH:3]=[CH:4][C:5]=4[Cl:21])[C:9](=[O:20])[N:10]3[CH3:19])=[CH:15][N:14]=2)=[CH:31][CH:32]=1. The yield is 0.950. (10) The reactants are [C:1]([O:6][CH2:7][CH3:8])(=[O:5])[C:2]([CH3:4])=[O:3].N1C=CC=CC=1.[C:15](Cl)(=[O:22])[C:16]1[CH:21]=[CH:20][CH:19]=[CH:18][CH:17]=1.C(=O)([O-])O.[Na+]. The catalyst is C(OCC)C. The product is [C:15]([O:3][C:2](=[CH2:4])[C:1]([O:6][CH2:7][CH3:8])=[O:5])(=[O:22])[C:16]1[CH:21]=[CH:20][CH:19]=[CH:18][CH:17]=1. The yield is 0.540.